Task: Predict the product of the given reaction.. Dataset: Forward reaction prediction with 1.9M reactions from USPTO patents (1976-2016) The product is: [CH3:11][O:12][C:13]1[CH:14]=[C:15]2[CH2:24][CH:23]([CH2:25][CH:26]3[CH2:27][CH2:28][N:29]([CH2:32][C:33]4[CH:38]=[CH:37][CH:36]=[CH:35][CH:34]=4)[CH2:30][CH2:31]3)[C:21](=[O:22])[C:16]2=[CH:17][C:18]=1[O:19][CH3:20].[C:6]([CH:4]([CH:2]([C:1]([O-:10])=[O:9])[OH:3])[OH:5])([O-:8])=[O:7]. Given the reactants [C:1]([OH:10])(=[O:9])[CH:2]([CH:4]([C:6]([OH:8])=[O:7])[OH:5])[OH:3].[CH3:11][O:12][C:13]1[CH:14]=[C:15]2[CH2:24][CH:23]([CH2:25][CH:26]3[CH2:31][CH2:30][N:29]([CH2:32][C:33]4[CH:34]=[CH:35][CH:36]=[CH:37][CH:38]=4)[CH2:28][CH2:27]3)[C:21](=[O:22])[C:16]2=[CH:17][C:18]=1[O:19][CH3:20], predict the reaction product.